From a dataset of Full USPTO retrosynthesis dataset with 1.9M reactions from patents (1976-2016). Predict the reactants needed to synthesize the given product. (1) Given the product [CH3:72][N:63]([C:59]1[C:57]2[NH:58][C:54]([C:52]3[S:43][C:44]4([CH2:49][CH2:48][NH:47][CH2:46][CH2:45]4)[CH2:50][N:51]=3)=[CH:55][C:56]=2[S:61][C:60]=1[CH3:62])[S:64]([C:67]1[S:68][CH:69]=[CH:70][CH:71]=1)(=[O:66])=[O:65], predict the reactants needed to synthesize it. The reactants are: C1(P(=O)(C2C=CC=CC=2)C2C=CC=CC=2)C=CC=CC=1.FC(F)(F)S(OS(C(F)(F)F)(=O)=O)(=O)=O.C([S:43][C:44]1([CH2:50][NH:51][C:52]([C:54]2[NH:58][C:57]3[C:59]([N:63]([CH3:72])[S:64]([C:67]4[S:68][CH:69]=[CH:70][CH:71]=4)(=[O:66])=[O:65])=[C:60]([CH3:62])[S:61][C:56]=3[CH:55]=2)=O)[CH2:49][CH2:48][NH:47][CH2:46][CH2:45]1)C1C=CC=CC=1. (2) Given the product [O:18]1[CH:19]=[CH:20][C:16]([NH:15][S:12]([C:8]2[CH:7]=[C:6]3[C:11](=[CH:10][CH:9]=2)[C:2]([C:28]2[C:23]([O:22][CH3:21])=[C:24]([C:32]4[CH:33]=[CH:34][CH:35]=[CH:36][CH:37]=4)[CH:25]=[CH:26][CH:27]=2)=[N:3][CH:4]=[CH:5]3)(=[O:14])=[O:13])=[N:17]1, predict the reactants needed to synthesize it. The reactants are: Cl[C:2]1[C:11]2[C:6](=[CH:7][C:8]([S:12]([NH:15][C:16]3[CH:20]=[CH:19][O:18][N:17]=3)(=[O:14])=[O:13])=[CH:9][CH:10]=2)[CH:5]=[CH:4][N:3]=1.[CH3:21][O:22][C:23]1[C:28](B(O)O)=[CH:27][CH:26]=[CH:25][C:24]=1[C:32]1[CH:37]=[CH:36][CH:35]=[CH:34][CH:33]=1.C(=O)([O-])[O-].[K+].[K+]. (3) Given the product [C:8]1([CH:7]([NH:14][CH2:2][CH2:3][CH2:4][OH:5])[CH3:6])[CH:13]=[CH:12][CH:11]=[CH:10][CH:9]=1, predict the reactants needed to synthesize it. The reactants are: Cl[CH2:2][CH2:3][CH2:4][OH:5].[CH3:6][CH:7]([NH2:14])[C:8]1[CH:13]=[CH:12][CH:11]=[CH:10][CH:9]=1.O. (4) Given the product [CH3:1][CH:2]1[NH:7][CH2:6][CH:5]([NH:8][C:9](=[O:15])[O:10][C:11]([CH3:14])([CH3:13])[CH3:12])[CH2:4][CH2:3]1, predict the reactants needed to synthesize it. The reactants are: [CH3:1][C@@H:2]1[NH:7][CH2:6][C@@H:5]([NH:8][C:9](=[O:15])[O:10][C:11]([CH3:14])([CH3:13])[CH3:12])[CH2:4][CH2:3]1.CC1N=CC(NC(=O)OC(C)(C)C)=CC=1.